From a dataset of Forward reaction prediction with 1.9M reactions from USPTO patents (1976-2016). Predict the product of the given reaction. (1) Given the reactants [NH:1]([C:3]1[N:8]=[CH:7][N:6]=[C:5]2[N:9]([C:12]3[CH:17]=[CH:16][CH:15]=[CH:14][CH:13]=3)[N:10]=[CH:11][C:4]=12)[NH2:2].[N:18]1[C:27]2[C:22](=[CH:23][CH:24]=[CH:25][CH:26]=2)[C:21]([CH:28]=O)=[CH:20][CH:19]=1, predict the reaction product. The product is: [C:12]1([N:9]2[C:5]3=[N:6][CH:7]=[N:8][C:3]([NH:1][N:2]=[CH:28][C:21]4[C:22]5[C:27](=[CH:26][CH:25]=[CH:24][CH:23]=5)[N:18]=[CH:19][CH:20]=4)=[C:4]3[CH:11]=[N:10]2)[CH:17]=[CH:16][CH:15]=[CH:14][CH:13]=1. (2) Given the reactants [OH:1][N:2]1[CH:6]=[CH:5][N+:4]([O-:7])=[CH:3]1.Br.Br[CH2:10][C:11]1[CH:12]=[N:13][CH:14]=[CH:15][CH:16]=1, predict the reaction product. The product is: [N:13]1[CH:14]=[CH:15][CH:16]=[C:11]([CH2:10][O:1][N:2]2[CH:6]=[CH:5][N+:4]([O-:7])=[CH:3]2)[CH:12]=1.